Dataset: Forward reaction prediction with 1.9M reactions from USPTO patents (1976-2016). Task: Predict the product of the given reaction. (1) The product is: [OH:2][C:1]1[CH:9]=[C:7]([OH:8])[CH:6]=[C:4]2[C:3]=1[C:12]([CH3:14])=[CH:11][C:10](=[O:15])[O:5]2. Given the reactants [C:1]1([CH:9]=[C:7]([OH:8])[CH:6]=[C:4]([OH:5])[CH:3]=1)[OH:2].[C:10](OCC)(=[O:15])[CH2:11][C:12]([CH3:14])=O.S(=O)(=O)(O)O.O.C([O-])(=O)C.[Na+], predict the reaction product. (2) The product is: [NH2:46][C:45]1[N:51]=[CH:50][C:49]([C:11]2[CH:19]=[C:18]3[C:14]([C:15]([C:28]([NH:30][C:31]4[CH:32]=[N:33][N:34]([C@H:36]([C:39]5[CH:40]=[CH:41][CH:42]=[CH:43][CH:44]=5)[CH2:37][CH3:38])[CH:35]=4)=[O:29])=[N:16][NH:17]3)=[CH:13][CH:12]=2)=[CH:48][CH:47]=1. Given the reactants N1C=CC(B(O)O)=CC=1.Br[C:11]1[CH:19]=[C:18]2[C:14]([C:15]([C:28]([NH:30][C:31]3[CH:32]=[N:33][N:34]([C@H:36]([C:39]4[CH:44]=[CH:43][CH:42]=[CH:41][CH:40]=4)[CH2:37][CH3:38])[CH:35]=3)=[O:29])=[N:16][N:17]2COCC[Si](C)(C)C)=[CH:13][CH:12]=1.[C:45]([C:47]1[CH:48]=[C:49](C=CC=1)[CH2:50][N:51]1C=C(NC(C2C3C(=CC(Br)=CC=3)N(COCC[Si](C)(C)C)N=2)=O)C=N1)#[N:46], predict the reaction product.